From a dataset of Reaction yield outcomes from USPTO patents with 853,638 reactions. Predict the reaction yield, written as a fraction of the theoretical maximum amount of product (1.0 means a 100% yield; for example, 0.34 means a 34% yield). (1) The reactants are [CH:1]([C:3]1[CH:18]=[CH:17][C:6]([O:7][C:8]2[CH:16]=[CH:15][C:11]([C:12]([OH:14])=O)=[CH:10][N:9]=2)=[CH:5][CH:4]=1)=[O:2].C(Cl)CCl.[CH:23]1[CH:24]=[CH:25]C2N(O)N=[N:29][C:27]=2[CH:28]=1.N1CCCCC1. The catalyst is C(Cl)Cl. The product is [N:29]1([C:12]([C:11]2[CH:15]=[CH:16][C:8]([O:7][C:6]3[CH:5]=[CH:4][C:3]([CH:1]=[O:2])=[CH:18][CH:17]=3)=[N:9][CH:10]=2)=[O:14])[CH2:25][CH2:24][CH2:23][CH2:28][CH2:27]1. The yield is 0.450. (2) The reactants are [Cl:1][C:2]1[CH:3]=[CH:4][C:5]2[N:6]([CH:8]=[C:9]([CH:11]3[CH2:13][CH2:12]3)[N:10]=2)[N:7]=1.FC(F)(F)[C:16](O)=[O:17]. No catalyst specified. The product is [Cl:1][C:2]1[CH:3]=[CH:4][C:5]2[N:6]([C:8]([CH:16]=[O:17])=[C:9]([CH:11]3[CH2:13][CH2:12]3)[N:10]=2)[N:7]=1. The yield is 0.450. (3) The reactants are [Cl:1][C:2]1[CH:7]=[C:6]([F:8])[CH:5]=[CH:4][C:3]=1[CH2:9][C:10]([NH2:12])=O.[H-].[H-].[H-].[H-].[Li+].[Al+3]. The yield is 0.162. The catalyst is C1COCC1. The product is [Cl:1][C:2]1[CH:7]=[C:6]([F:8])[CH:5]=[CH:4][C:3]=1[CH2:9][CH2:10][NH2:12]. (4) The reactants are [Br:1][C:2]1[CH:3]=[C:4]([N:9]2[C:13](=[O:14])[O:12][N:11]=[C:10]2[C:15]2[C:19]([NH:20][CH2:21][CH2:22][O:23]C)=[N:18][O:17][N:16]=2)[CH:5]=[CH:6][C:7]=1[F:8].B(Br)(Br)Br. The catalyst is ClCCl. The product is [Br:1][C:2]1[CH:3]=[C:4]([N:9]2[C:13](=[O:14])[O:12][N:11]=[C:10]2[C:15]2[C:19]([NH:20][CH2:21][CH2:22][OH:23])=[N:18][O:17][N:16]=2)[CH:5]=[CH:6][C:7]=1[F:8]. The yield is 0.990. (5) The reactants are [CH:1]1([CH2:6][N:7]([CH2:21][CH3:22])[C:8]2[C:9]([CH2:16][O:17]COC)=[N:10][C:11]([O:14][CH3:15])=[CH:12][CH:13]=2)[CH2:5][CH2:4][CH2:3][CH2:2]1.Cl.[OH-].[Na+]. The catalyst is O1CCOCC1.O. The product is [CH:1]1([CH2:6][N:7]([CH2:21][CH3:22])[C:8]2[C:9]([CH2:16][OH:17])=[N:10][C:11]([O:14][CH3:15])=[CH:12][CH:13]=2)[CH2:2][CH2:3][CH2:4][CH2:5]1. The yield is 0.940. (6) The product is [OH:4][CH2:3][CH2:2][S:1][CH2:7][C:6]([C:15]1[CH:24]=[CH:23][C:18]2[NH:19][C:20](=[O:22])[NH:21][C:17]=2[CH:16]=1)=[O:5]. The reactants are [SH:1][CH2:2][CH2:3][OH:4].[O:5]=[C:6]([C:15]1[CH:24]=[CH:23][C:18]2[NH:19][C:20](=[O:22])[NH:21][C:17]=2[CH:16]=1)[CH2:7]SCCC(OC)=O.C(=O)([O-])[O-].[K+].[K+]. The catalyst is O1CCCC1. The yield is 0.300. (7) The reactants are [F:1][C:2]([F:18])([F:17])[C:3]1[CH:8]=[CH:7][C:6]([C:9]2[CH:14]=[CH:13][N:12]=[C:11]([CH2:15][NH2:16])[N:10]=2)=[CH:5][CH:4]=1.[F:19][C:20]1[CH:25]=[CH:24][C:23]([S:26]([N:29]2[CH2:33][CH2:32][CH2:31][C@H:30]2[C:34](O)=[O:35])(=[O:28])=[O:27])=[CH:22][CH:21]=1.ON1C2C=CC=CC=2N=N1.CCN(CC)CC. The catalyst is CO.CN(C=O)C. The product is [F:18][C:2]([F:1])([F:17])[C:3]1[CH:4]=[CH:5][C:6]([C:9]2[CH:14]=[CH:13][N:12]=[C:11]([CH2:15][NH:16][C:34]([C@@H:30]3[CH2:31][CH2:32][CH2:33][N:29]3[S:26]([C:23]3[CH:24]=[CH:25][C:20]([F:19])=[CH:21][CH:22]=3)(=[O:28])=[O:27])=[O:35])[N:10]=2)=[CH:7][CH:8]=1. The yield is 0.190. (8) The reactants are [Br:1][C:2]1[CH:7]=[CH:6][CH:5]=[CH:4][C:3]=1[CH2:8][C:9]([O:11][CH3:12])=[O:10].[Li+].C[Si]([N-][Si](C)(C)C)(C)C.N1([C:28](=[O:30])[CH3:29])C=CN=C1.CN(C=O)C. The catalyst is C1COCC1. The product is [Br:1][C:2]1[CH:7]=[CH:6][CH:5]=[CH:4][C:3]=1[CH:8]([C:28](=[O:30])[CH3:29])[C:9]([O:11][CH3:12])=[O:10]. The yield is 0.930.